This data is from Forward reaction prediction with 1.9M reactions from USPTO patents (1976-2016). The task is: Predict the product of the given reaction. The product is: [CH3:33][C:8]1[CH:9]=[C:10]([O:13][C:14]2[CH:19]=[CH:18][C:17]([CH3:20])=[C:16]([O:21][C:22]3[CH:27]=[CH:26][C:25]([C:28]([F:30])([F:29])[F:31])=[CH:24][C:23]=3[O:41][C:35]3[CH:40]=[CH:39][CH:38]=[CH:37][CH:36]=3)[CH:15]=2)[CH:11]=[CH:12][C:7]=1[CH2:6][CH2:5][C:4]([OH:3])=[O:34]. Given the reactants C([O:3][C:4](=[O:34])[CH2:5][CH2:6][C:7]1[CH:12]=[CH:11][C:10]([O:13][C:14]2[CH:19]=[CH:18][C:17]([CH3:20])=[C:16]([O:21][C:22]3[CH:27]=[CH:26][C:25]([C:28]([F:31])([F:30])[F:29])=[CH:24][C:23]=3Br)[CH:15]=2)=[CH:9][C:8]=1[CH3:33])C.[C:35]1([OH:41])[CH:40]=[CH:39][CH:38]=[CH:37][CH:36]=1, predict the reaction product.